This data is from Forward reaction prediction with 1.9M reactions from USPTO patents (1976-2016). The task is: Predict the product of the given reaction. (1) Given the reactants [C:1]([Si:5]([CH3:23])([CH3:22])[O:6][C@@H:7]([CH3:21])[CH2:8][O:9][N:10]1C(=O)C2C(=CC=CC=2)C1=O)([CH3:4])([CH3:3])[CH3:2].CNN, predict the reaction product. The product is: [C:1]([Si:5]([CH3:23])([CH3:22])[O:6][C@@H:7]([CH3:21])[CH2:8][O:9][NH2:10])([CH3:3])([CH3:4])[CH3:2]. (2) Given the reactants [CH2:1]([NH2:4])[CH2:2][OH:3].[CH3:5][C:6]1[NH:10][C:9](=[O:11])[N:8]([C:12]2[CH:17]=[CH:16][C:15]([S:18][C:19]3[CH:20]=[C:21]([C:25]4([C:31](OCC)=[O:32])[CH2:30][CH2:29][O:28][CH2:27][CH2:26]4)[CH:22]=[CH:23][CH:24]=3)=[CH:14][CH:13]=2)[N:7]=1, predict the reaction product. The product is: [OH:3][CH2:2][CH2:1][NH:4][C:31]([C:25]1([C:21]2[CH:22]=[CH:23][CH:24]=[C:19]([S:18][C:15]3[CH:16]=[CH:17][C:12]([N:8]4[C:9](=[O:11])[NH:10][C:6]([CH3:5])=[N:7]4)=[CH:13][CH:14]=3)[CH:20]=2)[CH2:30][CH2:29][O:28][CH2:27][CH2:26]1)=[O:32]. (3) Given the reactants Br[C:2]1[CH:7]=[CH:6][C:5]([C:8]([N:10]2[CH2:15][CH2:14][N:13]([C:16]3[C:21]([CH3:22])=[CH:20][C:19]([CH3:23])=[CH:18][N:17]=3)[CH2:12][CH2:11]2)=[O:9])=[CH:4][CH:3]=1.[CH3:24][CH:25]1[NH:29][C:28](=[O:30])[NH:27][C:26]1=[O:31], predict the reaction product. The product is: [CH3:22][C:21]1[C:16]([N:13]2[CH2:14][CH2:15][N:10]([C:8]([C:5]3[CH:6]=[CH:7][C:2]([N:27]4[C:26](=[O:31])[CH:25]([CH3:24])[NH:29][C:28]4=[O:30])=[CH:3][CH:4]=3)=[O:9])[CH2:11][CH2:12]2)=[N:17][CH:18]=[C:19]([CH3:23])[CH:20]=1.